The task is: Predict the reactants needed to synthesize the given product.. This data is from Full USPTO retrosynthesis dataset with 1.9M reactions from patents (1976-2016). (1) Given the product [C:33]1([NH:39][C:40](=[O:49])[O:41][CH2:42][C:43]2[S:47][C:46]([C:20]3[CH:19]=[CH:18][C:17]([C:16]([NH:15][C:10]4[CH:11]=[CH:12][CH:13]=[CH:14][C:9]=4[NH:8][C:6]([O:5][C:1]([CH3:4])([CH3:3])[CH3:2])=[O:7])=[O:32])=[CH:22][CH:21]=3)=[N:45][CH:44]=2)[CH:38]=[CH:37][CH:36]=[CH:35][CH:34]=1, predict the reactants needed to synthesize it. The reactants are: [C:1]([O:5][C:6]([NH:8][C:9]1[CH:14]=[CH:13][CH:12]=[CH:11][C:10]=1[NH:15][C:16](=[O:32])[C:17]1[CH:22]=[CH:21][C:20](B2OC(C)(C)C(C)(C)O2)=[CH:19][CH:18]=1)=[O:7])([CH3:4])([CH3:3])[CH3:2].[C:33]1([NH:39][C:40](=[O:49])[O:41][CH2:42][C:43]2[S:47][C:46](Cl)=[N:45][CH:44]=2)[CH:38]=[CH:37][CH:36]=[CH:35][CH:34]=1. (2) Given the product [Br:13][C:9]1[CH:10]=[C:5]([C:1]([CH3:4])([CH3:3])[CH3:2])[CH:6]=[C:7]([CH3:12])[C:8]=1[OH:11], predict the reactants needed to synthesize it. The reactants are: [C:1]([C:5]1[CH:10]=[CH:9][C:8]([OH:11])=[C:7]([CH3:12])[CH:6]=1)([CH3:4])([CH3:3])[CH3:2].[Br:13]Br.[O-]S([O-])(=S)=O.[Na+].[Na+]. (3) Given the product [CH3:26][N:27]([CH3:28])[C:4]1[N:5]([C:20]2[CH:25]=[CH:24][CH:23]=[CH:22][CH:21]=2)[C:6](=[O:19])[C:7]2[C:16](=[O:17])[C:15]3[C:10](=[CH:11][CH:12]=[CH:13][CH:14]=3)[NH:9][C:8]=2[N:18]=1, predict the reactants needed to synthesize it. The reactants are: C(S[C:4]1[N:5]([C:20]2[CH:25]=[CH:24][CH:23]=[CH:22][CH:21]=2)[C:6](=[O:19])[C:7]2[C:16](=[O:17])[C:15]3[C:10](=[CH:11][CH:12]=[CH:13][CH:14]=3)[NH:9][C:8]=2[N:18]=1)C.[CH3:26][NH:27][CH3:28].C(O)C.